Dataset: Forward reaction prediction with 1.9M reactions from USPTO patents (1976-2016). Task: Predict the product of the given reaction. (1) Given the reactants [N+:1]([C:4]1[CH:5]=[CH:6][C:7]2[O:12][C@@:11]([CH:14]([O:17][CH3:18])[O:15][CH3:16])([CH3:13])[C@H:10]([OH:19])[C@@H:9]([N:20]3[C:24]4[CH:25]=[CH:26][CH:27]=[CH:28][C:23]=4[NH:22][C:21]3=[N:29][C:30]#[N:31])[C:8]=2[CH:32]=1)([O-:3])=[O:2].[C:33]([O-])([O-])=O.[K+].[K+].CI.C([O-])(O)=O.[Na+], predict the reaction product. The product is: [N+:1]([C:4]1[CH:5]=[CH:6][C:7]2[O:12][C@@:11]([CH:14]([O:17][CH3:18])[O:15][CH3:16])([CH3:13])[C@H:10]([OH:19])[C@@H:9]([N:20]3[C:24]4[CH:25]=[CH:26][CH:27]=[CH:28][C:23]=4[N:22]([CH3:33])[C:21]3=[N:29][C:30]#[N:31])[C:8]=2[CH:32]=1)([O-:3])=[O:2]. (2) Given the reactants Br[C:2]1[CH:16]=[CH:15][C:5]([CH2:6][CH2:7][O:8]C2CCCCO2)=[CH:4][CH:3]=1.[NH:17]1[CH2:22][CH2:21][O:20][CH2:19][CH2:18]1.C(P(C(C)(C)C)C1C=CC=CC=1C1C=CC=CC=1)(C)(C)C.CC(C)([O-])C.[Na+], predict the reaction product. The product is: [O:20]1[CH2:21][CH2:22][N:17]([C:2]2[CH:3]=[CH:4][C:5]([CH2:6][CH2:7][OH:8])=[CH:15][CH:16]=2)[CH2:18][CH2:19]1. (3) Given the reactants [OH:1][C@H:2]1[CH2:7][CH2:6][N:5](CC2C=CC=CC=2)[CH2:4][C@H:3]1[CH2:15][NH:16][C:17](=[O:23])[O:18][C:19]([CH3:22])([CH3:21])[CH3:20], predict the reaction product. The product is: [OH:1][C@H:2]1[CH2:7][CH2:6][NH:5][CH2:4][C@H:3]1[CH2:15][NH:16][C:17](=[O:23])[O:18][C:19]([CH3:21])([CH3:20])[CH3:22]. (4) Given the reactants Br[C:2]1[CH:3]=[C:4]([CH:9]=[C:10]([O:12][C:13]([F:16])([F:15])[F:14])[CH:11]=1)[C:5]([O:7][CH3:8])=[O:6].[C:17](C1C=C(C=C(OC(C)C)C=1)C(OC)=O)#[N:18], predict the reaction product. The product is: [C:17]([C:2]1[CH:3]=[C:4]([CH:9]=[C:10]([O:12][C:13]([F:16])([F:15])[F:14])[CH:11]=1)[C:5]([O:7][CH3:8])=[O:6])#[N:18]. (5) Given the reactants [Br:1][CH2:2][C:3]1[CH:12]=[CH:11][C:10]2[C:5](=[CH:6][CH:7]=[CH:8][CH:9]=2)[CH:4]=1.[NH2:13][C:14](=[S:24])[CH2:15][P:16](=[O:23])([O:20][CH2:21][CH3:22])[O:17][CH2:18][CH3:19], predict the reaction product. The product is: [BrH:1].[CH2:18]([O:17][P:16]([CH2:15][C:14](=[NH:13])[S:24][CH2:2][C:3]1[CH:12]=[CH:11][C:10]2[C:5](=[CH:6][CH:7]=[CH:8][CH:9]=2)[CH:4]=1)([O:20][CH2:21][CH3:22])=[O:23])[CH3:19]. (6) Given the reactants [CH2:1]([O:3][C:4](=[O:26])[CH2:5][O:6][C:7]1[CH:12]=[C:11]([C:13]([F:16])([F:15])[F:14])[CH:10]=[C:9](B2OC(C)(C)C(C)(C)O2)[CH:8]=1)[CH3:2].[C:27]1(=[O:32])[CH2:31][CH2:30][CH:29]=[CH:28]1, predict the reaction product. The product is: [O:32]=[C:27]1[CH2:31][CH2:30][C@@H:29]([C:9]2[CH:8]=[C:7]([CH:12]=[C:11]([C:13]([F:14])([F:15])[F:16])[CH:10]=2)[O:6][CH2:5][C:4]([O:3][CH2:1][CH3:2])=[O:26])[CH2:28]1.